Dataset: KCNQ2 potassium channel screen with 302,405 compounds. Task: Binary Classification. Given a drug SMILES string, predict its activity (active/inactive) in a high-throughput screening assay against a specified biological target. (1) The molecule is S(=O)(=O)(N)c1ccc(NC(=O)NC(CC(C)C)C(O)=O)cc1. The result is 0 (inactive). (2) The compound is S(=O)(=O)(N1CCCCC1)c1cc(c(cc1)C)C(=O)N(CCOc1ccccc1)C. The result is 0 (inactive). (3) The compound is S1Cc2c(n(nc2C1)C(C)(C)C)NC(=O)Cc1ccc(F)cc1. The result is 1 (active). (4) The compound is O=c1nc([nH]c(c1)C)N\N=C\C=C/c1ccccc1. The result is 0 (inactive). (5) The compound is O1C(c2oncc2c2c1ccc1c2oc(=O)cc1)(C)C. The result is 0 (inactive).